Dataset: Forward reaction prediction with 1.9M reactions from USPTO patents (1976-2016). Task: Predict the product of the given reaction. (1) Given the reactants [OH-].[Na+].[Br:3][C:4]1[CH:5]=[C:6]2[C:11](=[CH:12][CH:13]=1)[N:10]([C:14]1[CH:23]=[C:22]3[C:17]([CH:18]=[CH:19][C:20]([C:24]([O:26]C)=[O:25])=[CH:21]3)=[CH:16][C:15]=1[C:28]1[CH:33]=[CH:32][C:31]([F:34])=[CH:30][CH:29]=1)[CH2:9][CH2:8][CH2:7]2, predict the reaction product. The product is: [Br:3][C:4]1[CH:5]=[C:6]2[C:11](=[CH:12][CH:13]=1)[N:10]([C:14]1[CH:23]=[C:22]3[C:17]([CH:18]=[CH:19][C:20]([C:24]([OH:26])=[O:25])=[CH:21]3)=[CH:16][C:15]=1[C:28]1[CH:29]=[CH:30][C:31]([F:34])=[CH:32][CH:33]=1)[CH2:9][CH2:8][CH2:7]2. (2) The product is: [Cl:1][C:2]1[C:3]([C:8]([CH3:13])([CH3:12])[C:9]([NH:14][CH:15]2[CH2:16][CH2:17][N:18]([C:21]([O:23][C:24]([CH3:27])([CH3:26])[CH3:25])=[O:22])[CH2:19][CH2:20]2)=[O:11])=[N:4][CH:5]=[CH:6][N:7]=1. Given the reactants [Cl:1][C:2]1[C:3]([C:8]([CH3:13])([CH3:12])[C:9]([OH:11])=O)=[N:4][CH:5]=[CH:6][N:7]=1.[NH2:14][CH:15]1[CH2:20][CH2:19][N:18]([C:21]([O:23][C:24]([CH3:27])([CH3:26])[CH3:25])=[O:22])[CH2:17][CH2:16]1.CCN(C(C)C)C(C)C.O, predict the reaction product. (3) Given the reactants [CH:1]1[C:6]([NH2:7])=[CH:5][CH:4]=[C:3]([O:8][C:9]2[CH:14]=[CH:13][C:12]([Cl:15])=[CH:11][CH:10]=2)[CH:2]=1.C[N:17]([CH:19]=O)C.Br[CH2:22][C:23]([C:25]1[CH:30]=[CH:29][C:28]([O:31][CH2:32][CH2:33][CH2:34][N:35]([CH2:38][CH3:39])[CH2:36][CH3:37])=[CH:27][CH:26]=1)=O, predict the reaction product. The product is: [Cl:15][C:12]1[CH:13]=[CH:14][C:9]([O:8][C:3]2[CH:2]=[CH:1][C:6]([N:7]3[CH:22]=[C:23]([C:25]4[CH:30]=[CH:29][C:28]([O:31][CH2:32][CH2:33][CH2:34][N:35]([CH2:38][CH3:39])[CH2:36][CH3:37])=[CH:27][CH:26]=4)[N:17]=[C:19]3[CH2:22][CH2:23][C:25]3[CH:30]=[CH:29][CH:28]=[CH:27][CH:26]=3)=[CH:5][CH:4]=2)=[CH:10][CH:11]=1. (4) Given the reactants CCOCC.Cl[C:7]1[N:12]=[C:11]([Cl:13])[C:10]([C:14]([F:17])([F:16])[F:15])=[CH:9][N:8]=1.[NH2:18][C:19]1[CH:33]=[CH:32][C:22]([CH2:23][NH:24][C:25](=[O:31])[O:26][C:27]([CH3:30])([CH3:29])[CH3:28])=[CH:21][CH:20]=1.CCN(CC)CC, predict the reaction product. The product is: [Cl:13][C:11]1[C:10]([C:14]([F:17])([F:16])[F:15])=[CH:9][N:8]=[C:7]([NH:18][C:19]2[CH:33]=[CH:32][C:22]([CH2:23][NH:24][C:25](=[O:31])[O:26][C:27]([CH3:29])([CH3:30])[CH3:28])=[CH:21][CH:20]=2)[N:12]=1. (5) Given the reactants CN(C(ON1N=NC2C=CC=NC1=2)=[N+](C)C)C.F[P-](F)(F)(F)(F)F.[N:25]1[CH:30]=[CH:29][CH:28]=[N:27][C:26]=1[N:31]1[CH2:36][CH2:35][NH:34][CH2:33][CH2:32]1.[Cl:37][C:38]1[C:39]([C:48]([F:51])([F:50])[F:49])=[N:40][N:41]([CH2:44][C:45](O)=[O:46])[C:42]=1[CH3:43], predict the reaction product. The product is: [Cl:37][C:38]1[C:39]([C:48]([F:50])([F:49])[F:51])=[N:40][N:41]([CH2:44][C:45]([N:34]2[CH2:35][CH2:36][N:31]([C:26]3[N:27]=[CH:28][CH:29]=[CH:30][N:25]=3)[CH2:32][CH2:33]2)=[O:46])[C:42]=1[CH3:43].